This data is from Full USPTO retrosynthesis dataset with 1.9M reactions from patents (1976-2016). The task is: Predict the reactants needed to synthesize the given product. Given the product [Br:1][C:2]1[CH:3]=[C:4]2[C:10]([C:20]3[CH:25]=[CH:24][CH:23]=[CH:22][CH:21]=3)=[N:9][N:8]([CH2:12][O:13][CH2:14][CH2:15][Si:16]([CH3:19])([CH3:18])[CH3:17])[C:5]2=[N:6][CH:7]=1, predict the reactants needed to synthesize it. The reactants are: [Br:1][C:2]1[CH:3]=[C:4]2[C:10](I)=[N:9][N:8]([CH2:12][O:13][CH2:14][CH2:15][Si:16]([CH3:19])([CH3:18])[CH3:17])[C:5]2=[N:6][CH:7]=1.[C:20]1(B(O)O)[CH:25]=[CH:24][CH:23]=[CH:22][CH:21]=1.C([O-])([O-])=O.[Na+].[Na+].CCO.O.